From a dataset of Full USPTO retrosynthesis dataset with 1.9M reactions from patents (1976-2016). Predict the reactants needed to synthesize the given product. The reactants are: CS(C)=O.[H-].[Na+].[I-].[CH3:8][S+](C)C.[CH2:12]([N:19]1[C:27]2[C:22](=[CH:23][CH:24]=[C:25]([N+:28]([O-:30])=[O:29])[CH:26]=2)[C:21]([C:31](=[O:36])[C:32]([F:35])([F:34])[F:33])=[CH:20]1)[C:13]1[CH:18]=[CH:17][CH:16]=[CH:15][CH:14]=1. Given the product [CH2:12]([N:19]1[C:27]2[C:22](=[CH:23][CH:24]=[C:25]([N+:28]([O-:30])=[O:29])[CH:26]=2)[C:21]([C:31]2([C:32]([F:35])([F:33])[F:34])[CH2:8][O:36]2)=[CH:20]1)[C:13]1[CH:14]=[CH:15][CH:16]=[CH:17][CH:18]=1, predict the reactants needed to synthesize it.